From a dataset of Reaction yield outcomes from USPTO patents with 853,638 reactions. Predict the reaction yield, written as a fraction of the theoretical maximum amount of product (1.0 means a 100% yield; for example, 0.34 means a 34% yield). (1) The reactants are [CH3:1][C:2]1([CH3:10])[CH2:8][CH:7]2[CH:5]([O:6]2)[C:4](=[O:9])[CH2:3]1.[OH-].[K+].[CH3:13]O. The catalyst is O. The product is [CH3:13][O:6][C:5]1[C:4](=[O:9])[CH2:3][C:2]([CH3:10])([CH3:1])[CH2:8][CH:7]=1. The yield is 0.680. (2) The reactants are [CH2:1]([N:3]1[C:11]2[C:6](=[CH:7][CH:8]=[C:9]([O:12][CH3:13])[CH:10]=2)[C:5]([C:14]#[N:15])=[C:4]1I)[CH3:2].[F-].[Cs+]. The catalyst is COCCOC.Cl[Pd](Cl)([P](C1C=CC=CC=1)(C1C=CC=CC=1)C1C=CC=CC=1)[P](C1C=CC=CC=1)(C1C=CC=CC=1)C1C=CC=CC=1. The product is [NH2:3][C:11]1[CH:6]=[CH:7][C:8]([C:4]2[N:3]([CH2:1][CH3:2])[C:11]3[C:6]([C:5]=2[C:14]#[N:15])=[CH:7][CH:8]=[C:9]([O:12][CH3:13])[CH:10]=3)=[CH:9][CH:10]=1. The yield is 0.690.